This data is from Human Reference Interactome with 51,813 positive PPI pairs across 8,248 proteins, plus equal number of experimentally-validated negative pairs. The task is: Binary Classification. Given two protein amino acid sequences, predict whether they physically interact or not. (1) Protein 1 (ENSG00000156574) has sequence MHAHCLPFLLHAWWALLQAGAATVATALLRTRGQPSSPSPLAYMLSLYRDPLPRADIIRSLQAEDVAVDGQNWTFAFDFSFLSQQEDLAWAELRLQLSSPVDLPTEGSLAIEIFHQPKPDTEQASDSCLERFQMDLFTVTLSQVTFSLGSMVLEVTRPLSKWLKHPGALEKQMSRVAGECWPRPPTPPATNVLLMLYSNLSQEQRQLGGSTLLWEAESSWRAQEGQLSWEWGKRHRRHHLPDRSQLCRKVKFQVDFNLIGWGSWIIYPKQYNAYRCEGECPNPVGEEFHPTNHAYIQSLL.... Protein 2 (ENSG00000143033) has sequence MRDSTGAGNSLVHKRSPLRRNQKTPTSLTKLSLQDGHKAKKPACKFEEGQDVLARWSDGLFYLGTIKKINILKQSCFIIFEDSSKSWVLWKDIQTGATGSGEMVCTICQEEYSEAPNEMVICDKCGQGYHQLCHTPHIDSSVIDSDEKWLCRQCVFATTTKRGGALKKGPNAKALQVMKQTLPYSVADLEWDAGHKTNVQQCYCYCGGPGDWYLKMLQCCKCKQWFHEACVQCLQKPMLFGDRFYTFICSVCSSGPEYLKRLPLQWVDIAHLCLYNLSVIHKKKYFDSELELMTYINENW.... Result: 0 (the proteins do not interact). (2) Protein 1 (ENSG00000116285) has sequence MSIAGVAAQEIRVPLKTGFLHNGRAMGNMRKTYWSSRSEFKNNFLNIDPITMAYSLNSSAQERLIPLGHASKSAPMNGHCFAENGPSQKSSLPPLLIPPSENLGPHEEDQVVCGFKKLTVNGVCASTPPLTPIKNSPSLFPCAPLCERGSRPLPPLPISEALSLDDTDCEVEFLTSSDTDFLLEDSTLSDFKYDVPGRRSFRGCGQINYAYFDTPAVSAADLSYVSDQNGGVPDPNPPPPQTHRRLRRSHSGPAGSFNKPAIRISNCCIHRASPNSDEDKPEVPPRVPIPPRPVKPDYRR.... Protein 2 (ENSG00000277462) has sequence MDSVSFEDVAVAFTQEEWALLDPSQKNLYRDVMQEIFRNLASVGNKSEDQNIQDDFKNPGRNLSSHVVERLFEIKEGSQYGETFSQDSNLNLNKKVSTGVKPCECSVCGKVFICHSALHRHILSHIGNKLFECEECPEKLYHCKQCGKAFISLTSVDRHMVTHTSNGPYKGPVYEKPFDFPSVFQMPQSTYTGEKTYKCKHCDKAFNYSSYLREHERTHTGEKPYACKKCGKSFTFSSSLRQHERSHTGEKPYECKECGKAFSRSTYLGIHERTHTGEKPYECIKCGKAFRCSRVLRVHE.... Result: 0 (the proteins do not interact). (3) Result: 0 (the proteins do not interact). Protein 2 (ENSG00000095739) has sequence MDRHSSYIFIWLQLELCAMAVLLTKGEIRCYCDAAHCVATGYMCKSELSACFSRLLDPQNSNSPLTHGCLDSLASTTDICQAKQARNHSGTTIPTLECCHEDMCNYRGLHDVLSPPRGEASGQGNRYQHDGSRNLITKVQELTSSKELWFRAAVIAVPIAGGLILVLLIMLALRMLRSENKRLQDQRQQMLSRLHYSFHGHHSKKGQVAKLDLECMVPVSGHENCCLTCDKMRQADLSNDKILSLVHWGMYSGHGKLEFV*. Protein 1 (ENSG00000198563) has sequence MAENDVDNELLDYEDDEVETAAGGDGAEAPAKKDVKGSYVSIHSSGFRDFLLKPELLRAIVDCGFEHPSEVQHECIPQAILGMDVLCQAKSGMGKTAVFVLATLQQLEPVTGQVSVLVMCHTRELAFQISKEYERFSKYMPNVKVAVFFGGLSIKKDEEVLKKNCPHIVVGTPGRILALARNKSLNLKHIKHFILDECDKMLEQLDMRRDVQEIFRMTPHEKQVMMFSATLSKEIRPVCRKFMQDPMEIFVDDETKLTLHGLQQYYVKLKDNEKNRKLFDLLDVLEFNQVVIFVKSVQRC....